This data is from Reaction yield outcomes from USPTO patents with 853,638 reactions. The task is: Predict the reaction yield, written as a fraction of the theoretical maximum amount of product (1.0 means a 100% yield; for example, 0.34 means a 34% yield). The reactants are N#N.[CH3:3][O:4][C:5](=[O:19])[CH2:6][C:7]1[S:8][C:9]([C:12]2[CH:17]=[CH:16][CH:15]=[CH:14][C:13]=2[NH2:18])=[CH:10][CH:11]=1.[CH3:20][O:21][C:22]1[CH:27]=[C:26]([O:28][CH3:29])[CH:25]=[CH:24][C:23]=1[C:30]1[CH:35]=[CH:34][CH:33]=[C:32]([C:36](Cl)=[O:37])[CH:31]=1. The catalyst is ClCCl.N1C=CC=CC=1. The product is [CH3:3][O:4][C:5](=[O:19])[CH2:6][C:7]1[S:8][C:9]([C:12]2[CH:17]=[CH:16][CH:15]=[CH:14][C:13]=2[NH:18][C:36]([C:32]2[CH:31]=[C:30]([C:23]3[CH:24]=[CH:25][C:26]([O:28][CH3:29])=[CH:27][C:22]=3[O:21][CH3:20])[CH:35]=[CH:34][CH:33]=2)=[O:37])=[CH:10][CH:11]=1. The yield is 0.370.